This data is from Reaction yield outcomes from USPTO patents with 853,638 reactions. The task is: Predict the reaction yield, written as a fraction of the theoretical maximum amount of product (1.0 means a 100% yield; for example, 0.34 means a 34% yield). (1) The reactants are [CH:1](=[C:8]1/[N:9]=[C:10]([C:14]2[CH:19]=[C:18]([F:20])[CH:17]=[CH:16][C:15]=2[F:21])[NH:11][C:12]/1=[O:13])/[C:2]1[CH:7]=[CH:6][CH:5]=[CH:4][CH:3]=1.[CH3:22][O:23][C:24]1[CH:29]=[CH:28][CH:27]=[CH:26][C:25]=1/[CH:30]=[CH:31]/[CH:32]=[O:33]. No catalyst specified. The product is [F:21][C:15]1[CH:16]=[CH:17][C:18]([F:20])=[CH:19][C:14]=1[C:10]1[NH:11][C:12]2[O:13][C:32](=[O:33])[CH:31]([CH2:30][C:25]3[CH:26]=[CH:27][CH:28]=[CH:29][C:24]=3[O:23][CH3:22])[CH:1]([C:2]3[CH:3]=[CH:4][CH:5]=[CH:6][CH:7]=3)[C:8]=2[N:9]=1. The yield is 0.610. (2) The reactants are CC([O-])(C)C.[K+].[Cl:7][C:8]1[N:13]=[N:12][C:11]([NH2:14])=[C:10]([O:15][CH3:16])[CH:9]=1.[C:17]([C:19]1[CH:20]=[C:21]([S:25](Cl)(=[O:27])=[O:26])[CH:22]=[CH:23][CH:24]=1)#[N:18]. The catalyst is C1COCC1.CCOC(C)=O. The product is [Cl:7][C:8]1[N:13]=[N:12][C:11]([NH:14][S:25]([C:21]2[CH:22]=[CH:23][CH:24]=[C:19]([C:17]#[N:18])[CH:20]=2)(=[O:27])=[O:26])=[C:10]([O:15][CH3:16])[CH:9]=1. The yield is 0.300. (3) The reactants are [CH3:1][O:2][C:3]([C:5]1[O:6][C:7]2[CH:13]=[CH:12][C:11]([CH3:14])=[CH:10][C:8]=2[CH:9]=1)=[O:4].[Br:15]N1C(=O)CCC1=O.N(C1(C#N)CCCCC1)=NC1(C#N)CCCCC1. The catalyst is C(Cl)(Cl)(Cl)Cl. The product is [CH3:1][O:2][C:3]([C:5]1[O:6][C:7]2[CH:13]=[CH:12][C:11]([CH2:14][Br:15])=[CH:10][C:8]=2[CH:9]=1)=[O:4]. The yield is 0.960. (4) The reactants are [CH2:1]([NH:3][C:4](=[O:22])[C:5]1[CH:10]=[CH:9][C:8]([N+:11]([O-])=O)=[C:7]([O:14][CH2:15][C:16]2[CH:21]=[CH:20][CH:19]=[CH:18][CH:17]=2)[CH:6]=1)[CH3:2].[Sn](Cl)Cl. The catalyst is C(OCC)(=O)C.CO. The product is [CH2:1]([NH:3][C:4](=[O:22])[C:5]1[CH:10]=[CH:9][C:8]([NH2:11])=[C:7]([O:14][CH2:15][C:16]2[CH:17]=[CH:18][CH:19]=[CH:20][CH:21]=2)[CH:6]=1)[CH3:2]. The yield is 0.878. (5) The reactants are [NH2:1][C:2]1[N:3]([CH3:23])[C:4](=[O:22])[C:5]2([N:21]=1)[CH:18]1[CH:13]([CH2:14][CH:15]([F:19])[CH2:16][CH2:17]1)[O:12][C:11]1[C:6]2=[CH:7][C:8](Br)=[CH:9][CH:10]=1.[Cl:24][C:25]1[CH:26]=[C:27](B(O)O)[CH:28]=[N:29][CH:30]=1.C([O-])([O-])=O.[Na+].[Na+]. The catalyst is O1CCOCC1.C1C=CC([P]([Pd]([P](C2C=CC=CC=2)(C2C=CC=CC=2)C2C=CC=CC=2)([P](C2C=CC=CC=2)(C2C=CC=CC=2)C2C=CC=CC=2)[P](C2C=CC=CC=2)(C2C=CC=CC=2)C2C=CC=CC=2)(C2C=CC=CC=2)C2C=CC=CC=2)=CC=1. The product is [NH2:1][C:2]1[N:3]([CH3:23])[C:4](=[O:22])[C:5]2([N:21]=1)[CH:18]1[CH:13]([CH2:14][CH:15]([F:19])[CH2:16][CH2:17]1)[O:12][C:11]1[C:6]2=[CH:7][C:8]([C:27]2[CH:28]=[N:29][CH:30]=[C:25]([Cl:24])[CH:26]=2)=[CH:9][CH:10]=1. The yield is 0.120. (6) The reactants are [CH3:1][O:2][C:3]1[CH:4]=[C:5]2[C:10](=[CH:11][C:12]=1[O:13][CH3:14])[N:9]=[CH:8][CH:7]=[C:6]2[O:15][C:16]1[CH:22]=[CH:21][C:19]([NH2:20])=[C:18]([CH3:23])[C:17]=1[CH3:24].C(N(CC)CC)C.ClC(Cl)(O[C:36](=[O:42])OC(Cl)(Cl)Cl)Cl.[Br:44][C:45]1[CH:46]=[C:47]([C@H:51]([NH2:53])[CH3:52])[CH:48]=[CH:49][CH:50]=1. The catalyst is C(Cl)(Cl)Cl. The product is [Br:44][C:45]1[CH:46]=[C:47]([C@H:51]([NH:53][C:36]([NH:20][C:19]2[CH:21]=[CH:22][C:16]([O:15][C:6]3[C:5]4[C:10](=[CH:11][C:12]([O:13][CH3:14])=[C:3]([O:2][CH3:1])[CH:4]=4)[N:9]=[CH:8][CH:7]=3)=[C:17]([CH3:24])[C:18]=2[CH3:23])=[O:42])[CH3:52])[CH:48]=[CH:49][CH:50]=1. The yield is 0.260.